This data is from Reaction yield outcomes from USPTO patents with 853,638 reactions. The task is: Predict the reaction yield, written as a fraction of the theoretical maximum amount of product (1.0 means a 100% yield; for example, 0.34 means a 34% yield). (1) The reactants are [Br:1][C:2]1[CH:3]=[C:4]2[C:8](=[CH:9][CH:10]=1)[NH:7][C:6](=[O:11])[C:5]2=[O:12].[C:13]([Mg]Br)#[C:14][CH3:15].[Cl-].[NH4+]. The catalyst is C1COCC1. The product is [Br:1][C:2]1[CH:3]=[C:4]2[C:8](=[CH:9][CH:10]=1)[NH:7][C:6](=[O:11])[C:5]2([OH:12])[C:13]#[C:14][CH3:15]. The yield is 0.970. (2) The reactants are [C:1]([OH:5])(=[O:4])[CH:2]=[CH2:3].[NH2:6][C:7]1[CH:12]=[CH:11][C:10](Br)=[CH:9][N:8]=1.C([O-])([O-])=O.[Na+].[Na+]. The catalyst is O.Cl[Pd]Cl. The product is [NH2:6][C:7]1[N:8]=[CH:9][C:10](/[CH:3]=[CH:2]/[C:1]([OH:5])=[O:4])=[CH:11][CH:12]=1. The yield is 0.620. (3) The reactants are [NH2:1][C:2]1[C:3]2[CH:15]=[C:14]([CH3:16])[S:13][C:4]=2[NH:5][C:6]2[CH:12]=[CH:11][CH:10]=[CH:9][C:7]=2[N:8]=1.[CH3:17][N:18]1[CH2:23][CH2:22]N[CH2:20][CH2:19]1.C(O)CC. The catalyst is O. The product is [CH3:16][C:14]1[S:13][C:4]2[NH:5][C:6]3[CH:12]=[CH:11][CH:10]=[CH:9][C:7]=3[N:8]=[C:2]([N:1]3[CH2:22][CH2:23][N:18]([CH3:17])[CH2:19][CH2:20]3)[C:3]=2[CH:15]=1. The yield is 0.890. (4) The reactants are [C:1]([N:5]1[C:9]2[N:10]=[CH:11][N:12]=[CH:13][C:8]=2[C:7]([C:14]([C:16]2[CH:21]=[C:20](Cl)[CH:19]=[CH:18][N:17]=2)=[O:15])=[CH:6]1)([CH3:4])([CH3:3])[CH3:2].[C:23](=[NH:36])([C:30]1[CH:35]=[CH:34][CH:33]=[CH:32][CH:31]=1)[C:24]1[CH:29]=[CH:28][CH:27]=[CH:26][CH:25]=1.C(=O)([O-])[O-].[Cs+].[Cs+].C1C=CC(P(C2C(C3C(P(C4C=CC=CC=4)C4C=CC=CC=4)=CC=C4C=3C=CC=C4)=C3C(C=CC=C3)=CC=2)C2C=CC=CC=2)=CC=1. The catalyst is C1(C)C=CC=CC=1.CC([O-])=O.CC([O-])=O.[Pd+2]. The product is [C:23](=[N:36][C:20]1[CH:19]=[CH:18][N:17]=[C:16]([C:14]([C:7]2[C:8]3[CH:13]=[N:12][CH:11]=[N:10][C:9]=3[N:5]([C:1]([CH3:4])([CH3:3])[CH3:2])[CH:6]=2)=[O:15])[CH:21]=1)([C:30]1[CH:31]=[CH:32][CH:33]=[CH:34][CH:35]=1)[C:24]1[CH:29]=[CH:28][CH:27]=[CH:26][CH:25]=1. The yield is 0.620. (5) The reactants are [CH:1]1([CH2:6][CH:7]([N:11]2[C:16](=[O:17])[CH:15]=[C:14]([O:18][C:19]3[CH:24]=[CH:23][CH:22]=[CH:21][CH:20]=3)[CH:13]=[N:12]2)[C:8](O)=[O:9])[CH2:5][CH2:4][CH2:3][CH2:2]1.C(N(CC)C(C)C)(C)C.[B-](F)(F)(F)F.CN(C(ON1C(=O)CCC1=O)=[N+](C)C)C.[NH2:54][C:55]1[CH:59]=[CH:58][N:57]([CH2:60][C:61]([CH3:64])([OH:63])[CH3:62])[N:56]=1. The catalyst is C(Cl)Cl. The product is [CH:1]1([CH2:6][CH:7]([N:11]2[C:16](=[O:17])[CH:15]=[C:14]([O:18][C:19]3[CH:24]=[CH:23][CH:22]=[CH:21][CH:20]=3)[CH:13]=[N:12]2)[C:8]([NH:54][C:55]2[CH:59]=[CH:58][N:57]([CH2:60][C:61]([OH:63])([CH3:62])[CH3:64])[N:56]=2)=[O:9])[CH2:5][CH2:4][CH2:3][CH2:2]1. The yield is 0.165. (6) The reactants are [F:1][C:2]1[CH:3]=[CH:4][C:5]2[N:6]([CH2:15][CH2:16][O:17][CH2:18][CH2:19][O:20][CH3:21])[C:7]3[C:12]([C:13]=2[CH:14]=1)=[CH:11][CH:10]=[CH:9][CH:8]=3.C1C(=O)N([Br:29])C(=O)C1. The catalyst is C(Cl)(Cl)Cl. The product is [Br:29][C:10]1[CH:9]=[CH:8][C:7]2[N:6]([CH2:15][CH2:16][O:17][CH2:18][CH2:19][O:20][CH3:21])[C:5]3[C:13]([C:12]=2[CH:11]=1)=[CH:14][C:2]([F:1])=[CH:3][CH:4]=3. The yield is 0.840. (7) The reactants are [NH2:1][C:2]1[CH:3]=[N:4][N:5]([CH3:21])[C:6]=1[N:7]1[CH2:12][CH:11]2[CH:9]([CH:10]2[NH:13]C(=O)OC(C)(C)C)[CH2:8]1.C(OC([NH:29][C:30]1[S:34][C:33]([C:35]2[C:40]([F:41])=[CH:39][CH:38]=[CH:37][C:36]=2[F:42])=[N:32][C:31]=1[C:43](O)=[O:44])=O)(C)(C)C.CN(C(ON1N=NC2C=CC=NC1=2)=[N+](C)C)C.F[P-](F)(F)(F)(F)F. No catalyst specified. The product is [NH2:29][C:30]1[S:34][C:33]([C:35]2[C:40]([F:41])=[CH:39][CH:38]=[CH:37][C:36]=2[F:42])=[N:32][C:31]=1[C:43]([NH:1][C:2]1[CH:3]=[N:4][N:5]([CH3:21])[C:6]=1[N:7]1[CH2:8][CH:9]2[CH:11]([CH:10]2[NH2:13])[CH2:12]1)=[O:44]. The yield is 0.320. (8) The reactants are [S:1]1[CH:5]=[CH:4][N:3]=[C:2]1[C:6]1[CH:7]=[C:8]([N:12]2[C:16]3[CH:17]=[CH:18][C:19]([CH2:21][NH2:22])=[CH:20][C:15]=3[N:14]=[CH:13]2)[CH:9]=[CH:10][CH:11]=1.[C:23](OC(=O)C)(=[O:25])[CH3:24]. The catalyst is ClCCl. The product is [S:1]1[CH:5]=[CH:4][N:3]=[C:2]1[C:6]1[CH:7]=[C:8]([N:12]2[C:16]3[CH:17]=[CH:18][C:19]([CH2:21][NH:22][C:23](=[O:25])[CH3:24])=[CH:20][C:15]=3[N:14]=[CH:13]2)[CH:9]=[CH:10][CH:11]=1. The yield is 0.650. (9) The reactants are [CH:1]1([NH:6][C:7](=[O:23])[NH:8][C@H:9]([C:17]2[CH:22]=[CH:21][CH:20]=[CH:19][CH:18]=2)[C:10]([O:12]C(C)(C)C)=[O:11])[CH2:5][CH2:4][CH2:3][CH2:2]1.C(O)(C(F)(F)F)=O. The catalyst is C(Cl)Cl. The product is [CH:1]1([NH:6][C:7](=[O:23])[NH:8][C@H:9]([C:17]2[CH:18]=[CH:19][CH:20]=[CH:21][CH:22]=2)[C:10]([OH:12])=[O:11])[CH2:5][CH2:4][CH2:3][CH2:2]1. The yield is 0.640.